This data is from Full USPTO retrosynthesis dataset with 1.9M reactions from patents (1976-2016). The task is: Predict the reactants needed to synthesize the given product. (1) The reactants are: [NH2:1][NH:2][C:3]([C:5]1[C:10]([N+:11]([O-:13])=[O:12])=[CH:9][CH:8]=[CH:7][N:6]=1)=[NH:4].[NH2:14][NH:15][C:16]([C:18]1[C:23]([NH2:24])=[CH:22][CH:21]=[CH:20][N:19]=1)=[NH:17].[Br:25][C:26]1[CH:27]=[CH:28][C:29]([OH:34])=[C:30]([CH:33]=1)[CH:31]=O.S([O-])(O)=O.[Na+]. Given the product [Br:25][C:26]1[CH:27]=[CH:28][C:29]([OH:34])=[C:30]([C:31]2[NH:1][N:2]=[C:3]([C:5]3[C:10]([N+:11]([O-:13])=[O:12])=[CH:9][CH:8]=[CH:7][N:6]=3)[N:4]=2)[CH:33]=1.[Br:25][C:26]1[CH:27]=[CH:28][C:29]([OH:34])=[C:30]([C:31]2[NH:14][N:15]=[C:16]([C:18]3[C:23]([NH2:24])=[CH:22][CH:21]=[CH:20][N:19]=3)[N:17]=2)[CH:33]=1, predict the reactants needed to synthesize it. (2) The reactants are: Cl[S:2]([C:5]1[CH:6]=[C:7]([CH:11]=[CH:12][CH:13]=1)[C:8](Cl)=[O:9])(=[O:4])=[O:3].[CH2:14]1[NH:19][CH2:18][CH2:17][N:16]2[CH2:20][CH2:21][CH2:22][C@@H:15]12.C(=O)([O-])[O-].[Na+].[Na+].[F:29][C:30]1[CH:36]=[CH:35][CH:34]=[C:33]([F:37])[C:31]=1[NH2:32]. Given the product [F:29][C:30]1[CH:36]=[CH:35][CH:34]=[C:33]([F:37])[C:31]=1[NH:32][S:2]([C:5]1[CH:13]=[CH:12][CH:11]=[C:7]([C:8]([N:19]2[CH2:18][CH2:17][N:16]3[CH2:20][CH2:21][CH2:22][C@H:15]3[CH2:14]2)=[O:9])[CH:6]=1)(=[O:4])=[O:3], predict the reactants needed to synthesize it. (3) Given the product [CH3:1][CH2:2]/[CH:3]=[CH:4]\[CH2:5][C@H:6]1[C:11]23[C:15](=[CH:16][C:17](=[O:18])[C@:9]([OH:20])([CH2:10]2)[CH2:8][C@H:7]1[CH2:21][C:22]([C@@H:24]([OH:35])[CH2:25][CH2:26][CH2:27][CH2:28][CH2:29][CH2:30][CH2:31][C:32]([OH:34])=[O:33])=[O:23])[NH:14][CH2:13][C@@H:12]3[OH:19], predict the reactants needed to synthesize it. The reactants are: [CH3:1][CH2:2]/[CH:3]=[CH:4]\[CH2:5][C@H:6]1[C:11]23[C:15](=[CH:16][C:17](=[O:18])[C@:9]([OH:20])([CH2:10]2)[CH2:8][C@H:7]1[CH2:21][C:22]([C@H:24]([OH:35])[CH2:25][CH2:26][CH2:27][CH2:28][CH2:29][CH2:30][CH2:31][C:32]([OH:34])=[O:33])=[O:23])[NH:14][CH2:13][C@@H:12]3[OH:19].N1C=CC=CC=1.C(OC(=O)C)(=O)C. (4) Given the product [C:2]([C:4]1[CH:9]=[CH:8][C:7]([F:10])=[C:6]([NH:11][C:12](=[O:14])[CH3:13])[CH:5]=1)(=[O:3])[CH3:1], predict the reactants needed to synthesize it. The reactants are: [CH3:1][C:2]([C:4]1[CH:9]=[CH:8][C:7]([F:10])=[C:6]([NH2:11])[CH:5]=1)=[O:3].[C:12](Cl)(=[O:14])[CH3:13].CCN(C(C)C)C(C)C. (5) Given the product [CH3:1][O:2][C:3](=[O:15])[CH:4]([S:21][CH:16]1[CH2:20][CH2:19][CH2:18][CH2:17]1)[C:5]1[CH:10]=[CH:9][C:8]([Cl:11])=[C:7]([Cl:12])[CH:6]=1, predict the reactants needed to synthesize it. The reactants are: [CH3:1][O:2][C:3](=[O:15])[C:4](=[N+]=[N-])[C:5]1[CH:10]=[CH:9][C:8]([Cl:11])=[C:7]([Cl:12])[CH:6]=1.[CH:16]1([SH:21])[CH2:20][CH2:19][CH2:18][CH2:17]1.O.